Dataset: Catalyst prediction with 721,799 reactions and 888 catalyst types from USPTO. Task: Predict which catalyst facilitates the given reaction. (1) Reactant: [H-].[Na+].C(OP([CH2:11][C:12]([O:14][C:15]([CH3:18])([CH3:17])[CH3:16])=[O:13])(OCC)=O)C.[Br:19][C:20]1[CH:27]=[CH:26][CH:25]=[CH:24][C:21]=1[CH:22]=O.O. Product: [Br:19][C:20]1[CH:27]=[CH:26][CH:25]=[CH:24][C:21]=1/[CH:22]=[CH:11]/[C:12]([O:14][C:15]([CH3:16])([CH3:17])[CH3:18])=[O:13]. The catalyst class is: 7. (2) Reactant: C[O:2][C:3](=[O:36])[CH2:4][CH2:5][NH:6][C:7]([NH:9][C:10]1[CH:15]=[C:14]([Cl:16])[CH:13]=[CH:12][C:11]=1[O:17][CH2:18][C:19]([N:21]1[CH2:26][CH2:25][N:24]([CH2:27][C:28]2[CH:33]=[CH:32][C:31]([F:34])=[CH:30][CH:29]=2)[CH2:23][C@H:22]1[CH3:35])=[O:20])=[O:8].O.[OH-].[Li+]. Product: [Cl:16][C:14]1[CH:13]=[CH:12][C:11]([O:17][CH2:18][C:19]([N:21]2[CH2:26][CH2:25][N:24]([CH2:27][C:28]3[CH:29]=[CH:30][C:31]([F:34])=[CH:32][CH:33]=3)[CH2:23][C@H:22]2[CH3:35])=[O:20])=[C:10]([NH:9][C:7](=[O:8])[NH:6][CH2:5][CH2:4][C:3]([OH:36])=[O:2])[CH:15]=1. The catalyst class is: 193. (3) Reactant: [CH2:1]([O:8]C1C=CC=CC=1OC1CN([C@@H](CC2CCCCC2)C(O)=O)C(=O)C=1)[C:2]1[CH:7]=[CH:6][CH:5]=[CH:4][CH:3]=1.Cl.CN(C)[CH2:36][CH2:37][CH2:38]N=C=NCC.[CH:45](N(CC)C(C)C)(C)C.ON1C2C=CC=CC=2N=N1.Cl.[OH:65][C@@H:66]([CH2:96]O)[CH2:67][N:68]1[CH:72]=[CH:71][C:70]([NH:73][C:74](=[O:95])[C@@H:75]([N:80]2[CH2:84][C:83]([O:85][C:86]3[CH:91]=[CH:90][CH:89]=[C:88](Cl)[C:87]=3Cl)=[CH:82][C:81]2=[O:94])[CH2:76][CH:77]([CH3:79])[CH3:78])=[N:69]1. Product: [CH2:1]([O:8][C:87]1[CH:88]=[CH:89][CH:90]=[CH:91][C:86]=1[O:85][C:83]1[CH2:84][N:80]([C@@H:75]([CH2:76][CH:77]2[CH2:78][CH2:38][CH2:37][CH2:36][CH2:79]2)[C:74]([NH:73][C:70]2[CH:71]=[CH:72][N:68]([CH2:67][C:66]([OH:65])([CH3:45])[CH3:96])[N:69]=2)=[O:95])[C:81](=[O:94])[CH:82]=1)[C:2]1[CH:7]=[CH:6][CH:5]=[CH:4][CH:3]=1. The catalyst class is: 96. (4) Reactant: [Li][CH2:2]CCC.[CH3:6][O:7][C:8]1[CH:13]=[CH:12][CH:11]=[C:10]([O:14][CH3:15])[C:9]=1[CH:16]1[N:20]([CH2:21][C:22]2[CH:27]=[CH:26][C:25]([O:28][C:29]([F:32])([F:31])[F:30])=[CH:24][CH:23]=2)[C:19](=[O:33])[C:18](=O)[CH2:17]1.[NH4+].[Cl-]. Product: [CH3:6][O:7][C:8]1[CH:13]=[CH:12][CH:11]=[C:10]([O:14][CH3:15])[C:9]=1[CH:16]1[N:20]([CH2:21][C:22]2[CH:27]=[CH:26][C:25]([O:28][C:29]([F:30])([F:32])[F:31])=[CH:24][CH:23]=2)[C:19](=[O:33])[C:18](=[CH2:2])[CH2:17]1. The catalyst class is: 307.